Dataset: Catalyst prediction with 721,799 reactions and 888 catalyst types from USPTO. Task: Predict which catalyst facilitates the given reaction. (1) Reactant: Br[CH2:2][CH:3]1[CH2:7][CH2:6][CH:5]([CH2:8][CH2:9][C:10]2[CH:15]=[C:14]([F:16])[CH:13]=[CH:12][C:11]=2[O:17][CH3:18])[O:4]1.[Na+].[I-].[C-:21]#[N:22].[K+].[Na].C([O-])(O)=O.[Na+]. Product: [C:21]([CH2:2][C@H:3]1[CH2:7][CH2:6][C@H:5]([CH2:8][CH2:9][C:10]2[CH:15]=[C:14]([F:16])[CH:13]=[CH:12][C:11]=2[O:17][CH3:18])[O:4]1)#[N:22]. The catalyst class is: 374. (2) Reactant: Br[C:2]1[CH:3]=[N:4][C:5]([NH:8][CH2:9][C:10]([C:13]2[CH:18]=[CH:17][C:16]([F:19])=[CH:15][CH:14]=2)([CH3:12])[CH3:11])=N[CH:7]=1.[CH:20](B1OB(C=C)OB(C=C)O1)=[CH2:21].[C:32](=O)([O-])[O-].[K+].[K+]. Product: [F:19][C:16]1[CH:15]=[CH:14][C:13]([C:10]([CH3:11])([CH3:12])[CH2:9][NH:8][C:5]2[CH:21]=[CH:20][C:2]([CH:7]=[CH2:32])=[CH:3][N:4]=2)=[CH:18][CH:17]=1. The catalyst class is: 12. (3) Reactant: [F:1][C:2]1[CH:7]=[CH:6][C:5]([NH:8][C:9](=O)[C@@H:10]([NH:12][C:13]2[N:21]=[CH:20][N:19]=[C:18]3[C:14]=2[N:15]=[CH:16][N:17]3C2CCCCO2)[CH3:11])=[C:4]([NH:29][C:30]2[CH:35]=[N:34][CH:33]=[CH:32][N:31]=2)[CH:3]=1.[OH-].[Na+]. Product: [F:1][C:2]1[CH:7]=[CH:6][C:5]2[N:8]=[C:9]([CH:10]([NH:12][C:13]3[N:21]=[CH:20][N:19]=[C:18]4[C:14]=3[NH:15][CH:16]=[N:17]4)[CH3:11])[N:29]([C:30]3[CH:35]=[N:34][CH:33]=[CH:32][N:31]=3)[C:4]=2[CH:3]=1. The catalyst class is: 15. (4) Reactant: [Cl:1][C:2]1[N:7]=[C:6](Cl)[CH:5]=[CH:4][N:3]=1.C([O-])([O-])=O.[K+].[K+].[CH:15]1([NH2:18])[CH2:17][CH2:16]1.O. Product: [Cl:1][C:2]1[N:7]=[C:6]([NH:18][CH:15]2[CH2:17][CH2:16]2)[CH:5]=[CH:4][N:3]=1. The catalyst class is: 3. (5) Reactant: [F:1][C:2]1[CH:7]=[CH:6][CH:5]=[C:4]([F:8])[N:3]=1.[Li+].CC([N-]C(C)C)C.[CH:17](N1CCCCC1)=[O:18].Cl. Product: [F:1][C:2]1[C:7]([CH:17]=[O:18])=[CH:6][CH:5]=[C:4]([F:8])[N:3]=1. The catalyst class is: 116.